From a dataset of Reaction yield outcomes from USPTO patents with 853,638 reactions. Predict the reaction yield, written as a fraction of the theoretical maximum amount of product (1.0 means a 100% yield; for example, 0.34 means a 34% yield). (1) The reactants are [CH:1]([C:3]1[NH:7][C:6]([CH3:8])=[C:5]([C:9]([OH:11])=[O:10])[C:4]=1[CH3:12])=O.[F:13][C:14]1[CH:15]=[C:16]2[C:20](=[CH:21][CH:22]=1)[NH:19][C:18](=[O:23])[CH2:17]2.C(O)C.N1CCCC1. The catalyst is C(O)(=O)C. The product is [F:13][C:14]1[CH:15]=[C:16]2[C:20](=[CH:21][CH:22]=1)[NH:19][C:18](=[O:23])/[C:17]/2=[CH:1]\[C:3]1[NH:7][C:6]([CH3:8])=[C:5]([C:9]([OH:11])=[O:10])[C:4]=1[CH3:12]. The yield is 0.790. (2) The yield is 0.690. The reactants are Br[C:2]1[CH:21]=[CH:20][C:5]2[C:6]([CH3:19])=[C:7]([C:9]([C:11]3[CH:16]=[CH:15][C:14]([Cl:17])=[CH:13][C:12]=3[Cl:18])=[O:10])[O:8][C:4]=2[CH:3]=1.[CH3:22][C:23]1[CH:24]=[C:25](B(O)O)[CH:26]=[CH:27][CH:28]=1.ClCCl.C([O-])([O-])=O.[Na+].[Na+]. The catalyst is C1(C)C=CC=CC=1.C(O)C. The product is [Cl:18][C:12]1[CH:13]=[C:14]([Cl:17])[CH:15]=[CH:16][C:11]=1[C:9]([C:7]1[O:8][C:4]2[CH:3]=[C:2]([C:27]3[CH:28]=[C:23]([CH3:22])[CH:24]=[CH:25][CH:26]=3)[CH:21]=[CH:20][C:5]=2[C:6]=1[CH3:19])=[O:10].